This data is from Peptide-MHC class I binding affinity with 185,985 pairs from IEDB/IMGT. The task is: Regression. Given a peptide amino acid sequence and an MHC pseudo amino acid sequence, predict their binding affinity value. This is MHC class I binding data. (1) The peptide sequence is SQILQIVGM. The MHC is HLA-A32:01 with pseudo-sequence HLA-A32:01. The binding affinity (normalized) is 0.0957. (2) The MHC is HLA-A02:03 with pseudo-sequence HLA-A02:03. The binding affinity (normalized) is 0. The peptide sequence is AEAQCTEAS.